This data is from Reaction yield outcomes from USPTO patents with 853,638 reactions. The task is: Predict the reaction yield, written as a fraction of the theoretical maximum amount of product (1.0 means a 100% yield; for example, 0.34 means a 34% yield). (1) The reactants are [N:1]1[CH:2]=[CH:3][N:4]2[CH:9]=[C:8]([C:10]([OH:12])=O)[CH:7]=[CH:6][C:5]=12.[CH2:13]1[C@H:22]2[C@H:17]([CH2:18][CH2:19][C:20]3[CH:26]=[CH:25][CH:24]=[CH:23][C:21]=32)[NH:16][CH2:15][CH2:14]1.F[P-](F)(F)(F)(F)F.N1(OC(N(C)C)=[N+](C)C)C2N=CC=CC=2N=N1. No catalyst specified. The product is [CH2:13]1[C@H:22]2[C@H:17]([CH2:18][CH2:19][C:20]3[CH:26]=[CH:25][CH:24]=[CH:23][C:21]=32)[N:16]([C:10]([C:8]2[CH:7]=[CH:6][C:5]3[N:4]([CH:3]=[CH:2][N:1]=3)[CH:9]=2)=[O:12])[CH2:15][CH2:14]1. The yield is 0.720. (2) The reactants are ClN1C(=O)[CH2:5][CH2:4][C:3]1=O.[OH:9][N:10]=[CH:11][C:12]1[N:17]=[C:16]([NH:18][C:19](=[O:24])[C:20]([CH3:23])([CH3:22])[CH3:21])[CH:15]=[CH:14][CH:13]=1.C(OC(C)=C)(=O)C.C(N(CC)CC)C. The catalyst is CN(C)C=O. The product is [CH3:5][C:4]1[O:9][N:10]=[C:11]([C:12]2[N:17]=[C:16]([NH:18][C:19](=[O:24])[C:20]([CH3:21])([CH3:23])[CH3:22])[CH:15]=[CH:14][CH:13]=2)[CH:3]=1. The yield is 0.258. (3) The catalyst is O1CCCC1. The yield is 0.900. The reactants are [Cl:1][C:2]1[CH:3]=[CH:4][C:5]2[O:9][C:8]([S:10](C3C=CC(=O)NN=3)(=O)=O)=[C:7]([CH3:20])[C:6]=2[CH:21]=1.C([Li])CCC.ClC1C=CC2OC=C(C)C=2C=1.[S]. The product is [Cl:1][C:2]1[CH:3]=[CH:4][C:5]2[O:9][C:8]([SH:10])=[C:7]([CH3:20])[C:6]=2[CH:21]=1. (4) The reactants are [C:1]([C:3]1[N:4]=[CH:5][C:6]2[CH:11]=[C:10]([CH2:12][N:13]3[C:17](=[O:18])[C:16]4([CH2:23][CH2:22][N:21](C(O)=O)[CH2:20][CH2:19]4)[N:15]([CH3:27])[C:14]3=[O:28])[N:9]([CH2:29][C:30]([CH3:33])([CH3:32])[CH3:31])[C:7]=2[N:8]=1)#[N:2].C(O)(C(F)(F)F)=O.C([O-])(O)=O.[Na+]. The catalyst is C(Cl)Cl. The product is [CH3:31][C:30]([CH3:33])([CH3:32])[CH2:29][N:9]1[C:7]2[N:8]=[C:3]([C:1]#[N:2])[N:4]=[CH:5][C:6]=2[CH:11]=[C:10]1[CH2:12][N:13]1[C:17](=[O:18])[C:16]2([CH2:19][CH2:20][NH:21][CH2:22][CH2:23]2)[N:15]([CH3:27])[C:14]1=[O:28]. The yield is 1.00. (5) The reactants are C([O:4][C:5]1[CH:26]=[CH:25][C:8]([C:9]2[CH:10]([CH3:24])[O:11][C:12]3[C:17]([CH:18]=2)=[CH:16][CH:15]=[C:14]([O:19]C(=O)C)[C:13]=3[CH3:23])=[CH:7][CH:6]=1)(=O)C.[OH-].[K+].C(O)(=O)C. The catalyst is CO.O. The product is [OH:4][C:5]1[CH:26]=[CH:25][C:8]([C:9]2[CH:10]([CH3:24])[O:11][C:12]3[C:17]([CH:18]=2)=[CH:16][CH:15]=[C:14]([OH:19])[C:13]=3[CH3:23])=[CH:7][CH:6]=1. The yield is 0.780. (6) The reactants are [CH3:1][O:2][C:3](=[O:16])[C@@H:4]([NH:8][C:9]([O:11][C:12]([CH3:15])([CH3:14])[CH3:13])=[O:10])[CH2:5][CH2:6]Br.[Na+].[I-:18]. The yield is 0.920. The product is [CH3:1][O:2][C:3](=[O:16])[C@@H:4]([NH:8][C:9]([O:11][C:12]([CH3:15])([CH3:14])[CH3:13])=[O:10])[CH2:5][CH2:6][I:18]. The catalyst is CC(C)=O. (7) The yield is 0.240. The product is [OH:12][CH2:11][C:10]1[C:5]([CH2:3][OH:2])=[N:6][CH:7]=[CH:8][CH:9]=1. The catalyst is CCO. The reactants are C[O:2][C:3]([C:5]1[C:10]([C:11](OC)=[O:12])=[CH:9][CH:8]=[CH:7][N:6]=1)=O. (8) The reactants are C(OC([N:8]1[CH2:11][CH2:10][C@@:9]1([C:13](=[O:30])[N:14]([CH2:22][C:23]1[CH:28]=[CH:27][CH:26]=[C:25]([Cl:29])[CH:24]=1)[CH2:15][CH2:16][CH2:17][C:18]([O:20][CH3:21])=[O:19])[CH3:12])=O)(C)(C)C.Cl. The catalyst is O1CCOCC1. The product is [ClH:29].[CH3:21][O:20][C:18](=[O:19])[CH2:17][CH2:16][CH2:15][N:14]([CH2:22][C:23]1[CH:28]=[CH:27][CH:26]=[C:25]([Cl:29])[CH:24]=1)[C:13]([C@@:9]1([CH3:12])[CH2:10][CH2:11][NH:8]1)=[O:30]. The yield is 0.810.